From a dataset of Catalyst prediction with 721,799 reactions and 888 catalyst types from USPTO. Predict which catalyst facilitates the given reaction. (1) Product: [CH3:1][C:2]1[N:3]=[C:4]2[C:9]([NH:10][CH:11]3[C:20]4[C:15](=[CH:16][CH:17]=[CH:18][C:19]=4[CH3:21])[O:14][CH2:13][CH2:12]3)=[CH:8][C:7]([C:22]([OH:24])=[O:23])=[CH:6][N:5]2[C:26]=1[CH3:27]. The catalyst class is: 5. Reactant: [CH3:1][C:2]1[N:3]=[C:4]2[C:9]([NH:10][CH:11]3[C:20]4[C:15](=[CH:16][CH:17]=[CH:18][C:19]=4[CH3:21])[O:14][CH2:13][CH2:12]3)=[CH:8][C:7]([C:22]([O:24]C)=[O:23])=[CH:6][N:5]2[C:26]=1[CH3:27].O1CCCC1.[OH-].[Na+]. (2) Reactant: OC(C(F)(F)F)=O.[OH:8][C@H:9]1[C@H:14]([N:15]2[CH2:19][CH2:18][O:17][C:16]2=[O:20])[CH2:13][CH2:12][NH:11][CH2:10]1.[Cl:21][C:22]1[N:26]2[CH:27]=[C:28]([CH:35]3[CH2:37][CH2:36]3)[CH:29]=[C:30]([C:31]([F:34])([F:33])[F:32])[C:25]2=[N:24][C:23]=1[C:38](O)=[O:39].CCN(C(C)C)C(C)C.CN(C(ON1N=NC2C=CC=NC1=2)=[N+](C)C)C.F[P-](F)(F)(F)(F)F. Product: [Cl:21][C:22]1[N:26]2[CH:27]=[C:28]([CH:35]3[CH2:37][CH2:36]3)[CH:29]=[C:30]([C:31]([F:33])([F:32])[F:34])[C:25]2=[N:24][C:23]=1[C:38]([N:11]1[CH2:12][CH2:13][C@@H:14]([N:15]2[CH2:19][CH2:18][O:17][C:16]2=[O:20])[C@H:9]([OH:8])[CH2:10]1)=[O:39]. The catalyst class is: 31. (3) Reactant: [Cl:1][C:2]1[CH:7]=[CH:6][C:5]([CH2:8][C:9]([OH:11])=O)=[CH:4][CH:3]=1.C1C=CC2N(O)N=NC=2C=1.CCN=C=NCCCN(C)C.Cl.[NH:34]([C:36]1[N:41]=[N:40][C:39]([C:42]2[CH:47]=[CH:46][C:45]([NH:48][S:49]([CH3:52])(=[O:51])=[O:50])=[CH:44][CH:43]=2)=[CH:38][CH:37]=1)[NH2:35].C(N(C(C)C)CC)(C)C. Product: [Cl:1][C:2]1[CH:3]=[CH:4][C:5]([CH2:8][C:9]([NH:35][NH:34][C:36]2[N:41]=[N:40][C:39]([C:42]3[CH:43]=[CH:44][C:45]([NH:48][S:49]([CH3:52])(=[O:51])=[O:50])=[CH:46][CH:47]=3)=[CH:38][CH:37]=2)=[O:11])=[CH:6][CH:7]=1. The catalyst class is: 3.